From a dataset of Peptide-MHC class I binding affinity with 185,985 pairs from IEDB/IMGT. Regression. Given a peptide amino acid sequence and an MHC pseudo amino acid sequence, predict their binding affinity value. This is MHC class I binding data. (1) The MHC is HLA-B07:02 with pseudo-sequence HLA-B07:02. The binding affinity (normalized) is 0.0847. The peptide sequence is TSSDTYACW. (2) The peptide sequence is PPIPVGDIY. The MHC is HLA-B53:01 with pseudo-sequence HLA-B53:01. The binding affinity (normalized) is 0.0731. (3) The peptide sequence is VIHDYICWL. The MHC is HLA-A02:01 with pseudo-sequence HLA-A02:01. The binding affinity (normalized) is 0.771. (4) The peptide sequence is DIVKGLSGY. The MHC is HLA-B51:01 with pseudo-sequence HLA-B51:01. The binding affinity (normalized) is 0.0847. (5) The peptide sequence is YEFLQPILL. The MHC is HLA-A02:02 with pseudo-sequence HLA-A02:02. The binding affinity (normalized) is 0.331.